Dataset: Forward reaction prediction with 1.9M reactions from USPTO patents (1976-2016). Task: Predict the product of the given reaction. (1) Given the reactants [NH2:1][C:2]1[CH:10]=[CH:9][C:8]2[C:4](=[CH:5][N:6]([C:11]3[CH:16]=[CH:15][C:14]([NH2:17])=[CH:13][CH:12]=3)[N:7]=2)[CH:3]=1.[O:18]1[CH2:23][CH2:22][N:21]([C:24]2[CH:32]=[CH:31][C:27]([C:28]([O-:30])=O)=[CH:26][CH:25]=2)[CH2:20][CH2:19]1, predict the reaction product. The product is: [O:18]1[CH2:19][CH2:20][N:21]([C:24]2[CH:25]=[CH:26][C:27]([C:28]([NH:1][C:2]3[CH:10]=[CH:9][C:8]4[C:4](=[CH:5][N:6]([C:11]5[CH:16]=[CH:15][C:14]([N:17]6[CH2:22][CH2:23][O:18][CH2:19][CH2:20]6)=[CH:13][CH:12]=5)[N:7]=4)[CH:3]=3)=[O:30])=[CH:31][CH:32]=2)[CH2:22][CH2:23]1. (2) Given the reactants [O:1]1CCO[CH:2]1[C:6]1[CH:7]=[C:8]([CH:19]=[CH:20][C:21]=1[F:22])[CH2:9][N:10]1[CH2:15][CH2:14][N:13]([CH:16]([CH3:18])[CH3:17])[CH2:12][CH2:11]1.Cl, predict the reaction product. The product is: [F:22][C:21]1[CH:20]=[CH:19][C:8]([CH2:9][N:10]2[CH2:11][CH2:12][N:13]([CH:16]([CH3:18])[CH3:17])[CH2:14][CH2:15]2)=[CH:7][C:6]=1[CH:2]=[O:1]. (3) Given the reactants Cl.[CH3:2][O:3][C:4]1[CH:5]=[C:6]([C:12]2[C:13]([CH3:25])([CH3:24])[C:14](=[O:23])[N:15]([CH:17]3[CH2:22][CH2:21][NH:20][CH2:19][CH2:18]3)[N:16]=2)[CH:7]=[CH:8][C:9]=1[O:10][CH3:11].[Cl:26][C:27]1[CH:28]=[C:29]([CH:33]=[CH:34][CH:35]=1)[C:30](Cl)=[O:31], predict the reaction product. The product is: [Cl:26][C:27]1[CH:28]=[C:29]([C:30]([N:20]2[CH2:21][CH2:22][CH:17]([N:15]3[C:14](=[O:23])[C:13]([CH3:25])([CH3:24])[C:12]([C:6]4[CH:7]=[CH:8][C:9]([O:10][CH3:11])=[C:4]([O:3][CH3:2])[CH:5]=4)=[N:16]3)[CH2:18][CH2:19]2)=[O:31])[CH:33]=[CH:34][CH:35]=1.